Dataset: Forward reaction prediction with 1.9M reactions from USPTO patents (1976-2016). Task: Predict the product of the given reaction. (1) Given the reactants [C@@H:1]12[CH2:6][C@@H:5]1[CH2:4][NH:3][C@@H:2]2[CH2:7][NH:8][C:9]([C:11]1[CH:12]=[CH:13][CH:14]=[C:15]2[O:19][CH:18]=[CH:17][C:16]=12)=[O:10].[CH3:20][O:21][C:22]1[CH:27]=[CH:26][CH:25]=[CH:24][C:23]=1[C:28]1[S:32][C:31]([CH3:33])=[N:30][C:29]=1[C:34](O)=[O:35], predict the reaction product. The product is: [CH3:20][O:21][C:22]1[CH:27]=[CH:26][CH:25]=[CH:24][C:23]=1[C:28]1[S:32][C:31]([CH3:33])=[N:30][C:29]=1[C:34]([N:3]1[CH2:4][C@@H:5]2[C@@H:1]([CH2:6]2)[C@H:2]1[CH2:7][NH:8][C:9]([C:11]1[CH:12]=[CH:13][CH:14]=[C:15]2[O:19][CH:18]=[CH:17][C:16]=12)=[O:10])=[O:35]. (2) Given the reactants [Mg].[F:2][C:3]1[CH:4]=[C:5](Br)[CH:6]=[C:7]([F:9])[CH:8]=1.II.C([O:15][CH2:16][CH3:17])=O, predict the reaction product. The product is: [F:2][C:3]1[CH:4]=[C:5]([CH:16]([C:17]2[CH:4]=[C:3]([F:2])[CH:8]=[C:7]([F:9])[CH:6]=2)[OH:15])[CH:6]=[C:7]([F:9])[CH:8]=1. (3) Given the reactants [F:1][B-](F)(F)F.[CH3:6][CH:7]1[CH2:16][CH2:15][C:14]2[C:9](=[CH:10][CH:11]=[CH:12][CH:13]=2)[C:8]1=[O:17].Cl, predict the reaction product. The product is: [F:1][C:7]1([CH3:6])[CH2:16][CH2:15][C:14]2[C:9](=[CH:10][CH:11]=[CH:12][CH:13]=2)[C:8]1=[O:17].